This data is from Catalyst prediction with 721,799 reactions and 888 catalyst types from USPTO. The task is: Predict which catalyst facilitates the given reaction. (1) Reactant: C(OC([C:6]1[O:14][C:9]2=[CH:10][N:11]=[CH:12][CH:13]=[C:8]2[C:7]=1[OH:15])=O)C. Product: [O:14]1[C:9]2=[CH:10][N:11]=[CH:12][CH:13]=[C:8]2[C:7](=[O:15])[CH2:6]1. The catalyst class is: 126. (2) Reactant: Cl.[CH3:2][C:3]1([CH3:10])[CH2:8][CH2:7][CH2:6][CH:5]([NH2:9])[CH2:4]1.C(N(CC)C(C)C)(C)C.Cl[C:21]([O:23][CH2:24][C:25]1[CH:30]=[CH:29][CH:28]=[CH:27][CH:26]=1)=[O:22]. Product: [CH3:2][C:3]1([CH3:10])[CH2:8][CH2:7][CH2:6][CH:5]([NH:9][C:21](=[O:22])[O:23][CH2:24][C:25]2[CH:30]=[CH:29][CH:28]=[CH:27][CH:26]=2)[CH2:4]1. The catalyst class is: 10. (3) Reactant: C([O:9][C:10]1([CH2:13][O:14][C:15]2[CH:24]=[C:23]3[C:18]([C:19]([O:25][C:26]4[CH:31]=[CH:30][C:29]([NH:32][C:33]([C:35]5([C:38](=[O:40])[NH2:39])[CH2:37][CH2:36]5)=[O:34])=[CH:28][C:27]=4[F:41])=[CH:20][CH:21]=[N:22]3)=[CH:17][C:16]=2[O:42][CH3:43])[CH2:12][CH2:11]1)(=O)C1C=CC=CC=1.[OH-].[Na+]. Product: [F:41][C:27]1[CH:28]=[C:29]([N:32]([C:30]2[CH:29]=[CH:28][C:27]([F:41])=[CH:26][CH:31]=2)[C:33]([C:35]2([C:38]([NH2:39])=[O:40])[CH2:36][CH2:37]2)=[O:34])[CH:30]=[CH:31][C:26]=1[O:25][C:19]1[C:18]2[C:23](=[CH:24][C:15]([O:14][CH2:13][C:10]3([OH:9])[CH2:12][CH2:11]3)=[C:16]([O:42][CH3:43])[CH:17]=2)[N:22]=[CH:21][CH:20]=1. The catalyst class is: 5. (4) Reactant: CN(C)C=O.Br[CH2:7][C:8]([O:10][CH2:11][CH3:12])=[O:9].[C:13]1([C@H:23]([NH:25][C@H:26]2[CH2:30][CH2:29][C@@H:28]([C:31]3[CH:36]=[CH:35][C:34]([OH:37])=[CH:33][CH:32]=3)[CH2:27]2)[CH3:24])[C:22]2[C:17](=[CH:18][CH:19]=[CH:20][CH:21]=2)[CH:16]=[CH:15][CH:14]=1.C(=O)([O-])[O-].[K+].[K+]. Product: [CH2:11]([O:10][C:8](=[O:9])[CH2:7][O:37][C:34]1[CH:33]=[CH:32][C:31]([C@@H:28]2[CH2:29][CH2:30][C@H:26]([NH:25][C@@H:23]([C:13]3[C:22]4[C:17](=[CH:18][CH:19]=[CH:20][CH:21]=4)[CH:16]=[CH:15][CH:14]=3)[CH3:24])[CH2:27]2)=[CH:36][CH:35]=1)[CH3:12]. The catalyst class is: 6.